Dataset: Full USPTO retrosynthesis dataset with 1.9M reactions from patents (1976-2016). Task: Predict the reactants needed to synthesize the given product. (1) Given the product [NH2:25][C:23]1[N:24]=[C:19]([CH2:18][O:17]/[N:16]=[C:1](/[C:2]2[CH:7]=[CH:6][CH:5]=[CH:4][CH:3]=2)\[C:9]2[N:13]([CH3:14])[C:12](=[O:15])[O:11][N:10]=2)[CH:20]=[CH:21][CH:22]=1.[NH2:25][C:23]1[N:24]=[C:19]([CH2:18][O:17]/[N:16]=[C:1](\[C:2]2[CH:7]=[CH:6][CH:5]=[CH:4][CH:3]=2)/[C:9]2[N:13]([CH3:14])[C:12](=[O:15])[O:11][N:10]=2)[CH:20]=[CH:21][CH:22]=1, predict the reactants needed to synthesize it. The reactants are: [C:1]([C:9]1[N:13]([CH3:14])[C:12](=[O:15])[O:11][N:10]=1)(=O)[C:2]1[CH:7]=[CH:6][CH:5]=[CH:4][CH:3]=1.[NH2:16][O:17][CH2:18][C:19]1[N:24]=[C:23]([NH2:25])[CH:22]=[CH:21][CH:20]=1.CC1C=CC(S(O)(=O)=O)=CC=1.O. (2) Given the product [F:1][C:2]1[CH:7]=[C:6]([O:8][CH2:9][CH2:10][C@@H:11]2[CH2:13][C@@H:12]2[CH:14]2[CH2:15][CH2:16][N:17]([C:20]3[O:24][N:23]=[C:22]([CH:25]([CH3:26])[CH3:27])[N:21]=3)[CH2:18][CH2:19]2)[CH:5]=[CH:4][C:3]=1[CH2:28][C:29]([NH:38][NH2:39])=[O:30], predict the reactants needed to synthesize it. The reactants are: [F:1][C:2]1[CH:7]=[C:6]([O:8][CH2:9][CH2:10][C@@H:11]2[CH2:13][C@@H:12]2[CH:14]2[CH2:19][CH2:18][N:17]([C:20]3[O:24][N:23]=[C:22]([CH:25]([CH3:27])[CH3:26])[N:21]=3)[CH2:16][CH2:15]2)[CH:5]=[CH:4][C:3]=1[CH2:28][C:29](O)=[O:30].ClC(OC)=O.O.[NH2:38][NH2:39]. (3) Given the product [C:37]1([C:30]2[O:31][C:32]([C:33]([F:34])([F:35])[F:36])=[C:28]([C:26]([NH:25][C:22]3[CH:23]=[CH:24][C:19]([N:16]4[CH2:17][CH2:18][N:13]([C:11]([CH:7]5[CH2:8][CH2:9][CH2:10][CH:6]5[C:4]([OH:5])=[O:3])=[O:12])[CH2:14][CH2:15]4)=[CH:20][CH:21]=3)=[O:27])[N:29]=2)[CH:42]=[CH:41][CH:40]=[CH:39][CH:38]=1, predict the reactants needed to synthesize it. The reactants are: C([O:3][C:4]([CH:6]1[CH2:10][CH2:9][CH2:8][CH:7]1[C:11]([N:13]1[CH2:18][CH2:17][N:16]([C:19]2[CH:24]=[CH:23][C:22]([NH:25][C:26]([C:28]3[N:29]=[C:30]([C:37]4[CH:42]=[CH:41][CH:40]=[CH:39][CH:38]=4)[O:31][C:32]=3[C:33]([F:36])([F:35])[F:34])=[O:27])=[CH:21][CH:20]=2)[CH2:15][CH2:14]1)=[O:12])=[O:5])C.[OH-].[Li+]. (4) Given the product [N:8]1([C:13]2[CH:14]=[C:15]([CH:20]=[C:21]([C:23]3[N:27]=[CH:26][NH:25][N:24]=3)[CH:22]=2)[C:16]([OH:18])=[O:17])[CH2:12][CH2:11][CH2:10][CH2:9]1, predict the reactants needed to synthesize it. The reactants are: [OH-].[Na+].C1COCC1.[N:8]1([C:13]2[CH:14]=[C:15]([CH:20]=[C:21]([C:23]3[N:27]=[CH:26][NH:25][N:24]=3)[CH:22]=2)[C:16]([O:18]C)=[O:17])[CH2:12][CH2:11][CH2:10][CH2:9]1.Cl. (5) Given the product [CH3:28][O:27][C:20]1[C:21]([O:25][CH3:26])=[CH:22][CH:23]=[CH:24][C:19]=1[C:18]1[C:12]2[O:11][CH:10]([CH2:8][NH:9][C:39](=[O:40])[O:41][CH2:42][C:43]3[CH:48]=[CH:47][CH:46]=[CH:45][CH:44]=3)[CH2:14][C:13]=2[CH:15]=[CH:16][CH:17]=1, predict the reactants needed to synthesize it. The reactants are: C([CH:8]([CH:10]1[CH2:14][C:13]2[CH:15]=[CH:16][CH:17]=[C:18]([C:19]3[CH:24]=[CH:23][CH:22]=[C:21]([O:25][CH3:26])[C:20]=3[O:27][CH3:28])[C:12]=2[O:11]1)[NH2:9])C1C=CC=CC=1.C(N(C(C)C)CC)(C)C.Cl[C:39]([O:41][CH2:42][C:43]1[CH:48]=[CH:47][CH:46]=[CH:45][CH:44]=1)=[O:40].C(OC(=O)NCC1CC2C=CC=C(C3CCCC3)C=2O1)C1C=CC=CC=1. (6) Given the product [C:25]([O:11][C:9]1[CH:10]=[C:5]([O:4][CH:1]([O:3][CH:17]2[CH2:22][CH2:21][CH2:20][CH2:19][CH2:18]2)[CH3:2])[C:6]([Br:13])=[CH:7][C:8]=1[Br:12])(=[O:26])[CH3:24], predict the reactants needed to synthesize it. The reactants are: [C:1]([O:4][C:5]1[CH:10]=[C:9]([OH:11])[C:8]([Br:12])=[CH:7][C:6]=1[Br:13])(=[O:3])[CH3:2].C(O[CH:17]1[CH2:22][CH2:21][CH2:20][CH2:19][CH2:18]1)=C.F[C:24](F)(F)[C:25](O)=[O:26].C(N(CC)CC)C. (7) Given the product [N:1]1[CH:2]=[CH:3][C:4]([N:7]2[CH2:12][CH2:11][CH:10]([C:13]([O:15][CH2:17][C:18]3[CH:27]=[C:26]4[C:21]([CH2:22][CH2:23][N:24]([C:28]([O:30][C:31]([CH3:34])([CH3:33])[CH3:32])=[O:29])[CH2:25]4)=[CH:20][CH:19]=3)=[O:14])[CH2:9][CH2:8]2)=[CH:5][CH:6]=1, predict the reactants needed to synthesize it. The reactants are: [N:1]1[CH:6]=[CH:5][C:4]([N:7]2[CH2:12][CH2:11][CH:10]([C:13]([OH:15])=[O:14])[CH2:9][CH2:8]2)=[CH:3][CH:2]=1.O[CH2:17][C:18]1[CH:27]=[C:26]2[C:21]([CH2:22][CH2:23][N:24]([C:28]([O:30][C:31]([CH3:34])([CH3:33])[CH3:32])=[O:29])[CH2:25]2)=[CH:20][CH:19]=1. (8) Given the product [ClH:1].[ClH:1].[NH2:20][CH:21]1[CH2:26][CH2:25][CH:24]([NH:27][C:2]2[N:10]=[C:9]3[C:5]([N:6]=[CH:7][N:8]3[CH:11]3[CH2:15][CH2:14][O:13][CH2:12]3)=[C:4]([NH:16][CH2:17][CH2:18][CH3:19])[N:3]=2)[CH2:23][CH2:22]1, predict the reactants needed to synthesize it. The reactants are: [Cl:1][C:2]1[N:10]=[C:9]2[C:5]([N:6]=[CH:7][N:8]2[CH:11]2[CH2:15][CH2:14][O:13][CH2:12]2)=[C:4]([NH:16][CH2:17][CH2:18][CH3:19])[N:3]=1.[NH2:20][C@H:21]1[CH2:26][CH2:25][C@H:24]([NH2:27])[CH2:23][CH2:22]1.